From a dataset of In vitro SARS-CoV-2 activity screen of 1,480 approved drugs from Prestwick library. Binary Classification. Given a drug SMILES string, predict its activity (active/inactive) in a high-throughput screening assay against a specified biological target. (1) The result is 0 (inactive). The drug is CN(C)CCN(Cc1ccc(Cl)cc1)c1ccccn1.Cl. (2) The compound is Cl.Cl.Cl.Cl.Cl.NCCNCCNCCNCCN. The result is 0 (inactive). (3) The drug is S=c1nc[nH]c2nc[nH]c12. The result is 0 (inactive). (4) The molecule is CC(C)(C)NCC(O)c1ccccc1Cl.Cl. The result is 0 (inactive).